This data is from Forward reaction prediction with 1.9M reactions from USPTO patents (1976-2016). The task is: Predict the product of the given reaction. Given the reactants [Cl:1][C:2]1[CH:7]=[CH:6][C:5]([C:8]2[N:12]([CH3:13])[C:11]([C:14]([O:16]C)=[O:15])=[C:10]([C:18]3[CH:23]=[CH:22][C:21]([S:24](=[O:27])(=[O:26])[NH2:25])=[CH:20][CH:19]=3)[C:9]=2[CH3:28])=[CH:4][CH:3]=1.[OH-].[Na+], predict the reaction product. The product is: [Cl:1][C:2]1[CH:7]=[CH:6][C:5]([C:8]2[N:12]([CH3:13])[C:11]([C:14]([OH:16])=[O:15])=[C:10]([C:18]3[CH:23]=[CH:22][C:21]([S:24](=[O:27])(=[O:26])[NH2:25])=[CH:20][CH:19]=3)[C:9]=2[CH3:28])=[CH:4][CH:3]=1.